Predict the reactants needed to synthesize the given product. From a dataset of Full USPTO retrosynthesis dataset with 1.9M reactions from patents (1976-2016). (1) Given the product [CH3:19][O:18][C:16]1[C:15]([O:20][CH2:21][CH2:22][CH2:23][C:24]([NH:26][C:27]2[CH:28]=[C:29]([C:33](=[O:35])[NH:96][C:97]3[CH:102]=[CH:101][C:100]([C:103]4[CH:104]=[C:105]([C:109]([O:111][CH3:112])=[O:110])[N:106]([CH3:108])[CH:107]=4)=[CH:99][CH:98]=3)[N:30]([CH3:32])[CH:31]=2)=[O:25])=[CH:14][C:13]2[N:7]([C:5]([O:4][CH2:1][CH:2]=[CH2:3])=[O:6])[C@@H:8]([O:40][CH:41]3[CH2:46][CH2:45][CH2:44][CH2:43][O:42]3)[C@@H:9]3[CH2:39][CH2:38][CH2:37][N:10]3[C:11](=[O:36])[C:12]=2[CH:17]=1, predict the reactants needed to synthesize it. The reactants are: [CH2:1]([O:4][C:5]([N:7]1[C:13]2[CH:14]=[C:15]([O:20][CH2:21][CH2:22][CH2:23][C:24]([NH:26][C:27]3[CH:28]=[C:29]([C:33]([OH:35])=O)[N:30]([CH3:32])[CH:31]=3)=[O:25])[C:16]([O:18][CH3:19])=[CH:17][C:12]=2[C:11](=[O:36])[N:10]2[CH2:37][CH2:38][CH2:39][C@H:9]2[C@@H:8]1[O:40][CH:41]1[CH2:46][CH2:45][CH2:44][CH2:43][O:42]1)=[O:6])[CH:2]=[CH2:3].CCN=C=NCCCN(C)C.Cl.C(OC(N1C2C=C(OCCCC(O)=O)C(OC)=CC=2C(=O)N2CCCC2C1OC1CCCCO1)=O)C=C.[NH2:96][C:97]1[CH:102]=[CH:101][C:100]([C:103]2[CH:104]=[C:105]([C:109]([O:111][CH3:112])=[O:110])[N:106]([CH3:108])[CH:107]=2)=[CH:99][CH:98]=1. (2) Given the product [Cl:34][C:31]1[N:30]=[CH:29][C:28]([N:19]2[C:18]3[N:35]4[CH:36]=[C:12]([NH:11][CH:1]=[O:2])[CH:13]=[CH:14][C:15]4=[N:16][C:17]=3[C:26]3[C:21](=[CH:22][CH:23]=[CH:24][CH:25]=3)[C:20]2=[O:27])=[CH:33][CH:32]=1, predict the reactants needed to synthesize it. The reactants are: [CH:1](O)=[O:2].C(OC(=O)C)(=O)C.[NH2:11][C:12]1[CH:13]=[CH:14][C:15]2[N:35]([CH:36]=1)[C:18]1[N:19]([C:28]3[CH:29]=[N:30][C:31]([Cl:34])=[CH:32][CH:33]=3)[C:20](=[O:27])[C:21]3[C:26]([C:17]=1[N:16]=2)=[CH:25][CH:24]=[CH:23][CH:22]=3. (3) Given the product [CH2:1]([C:5]1[CH:6]=[CH:7][C:8]([C:11]#[C:12][C:13]2[CH:14]=[CH:15][C:16]([CH2:17][N:18]([CH2:19][C:20]3[CH:29]=[CH:28][C:23]([C:24]([O:26][CH3:27])=[O:25])=[CH:22][CH:21]=3)[C:32](=[O:38])[CH2:33][CH2:34][CH2:35][CH2:36][CH3:37])=[CH:30][CH:31]=2)=[CH:9][CH:10]=1)[CH2:2][CH2:3][CH3:4], predict the reactants needed to synthesize it. The reactants are: [CH2:1]([C:5]1[CH:10]=[CH:9][C:8]([C:11]#[C:12][C:13]2[CH:31]=[CH:30][C:16]([CH2:17][NH:18][CH2:19][C:20]3[CH:29]=[CH:28][C:23]([C:24]([O:26][CH3:27])=[O:25])=[CH:22][CH:21]=3)=[CH:15][CH:14]=2)=[CH:7][CH:6]=1)[CH2:2][CH2:3][CH3:4].[C:32](Cl)(=[O:38])[CH2:33][CH2:34][CH2:35][CH2:36][CH3:37]. (4) Given the product [CH3:24][O:10][C@@H:9]([C:11]1[CH:16]=[CH:15][CH:14]=[CH:13][CH:12]=1)[C@@H:7]([O:22][CH3:23])[C:1]1[CH:6]=[CH:5][CH:4]=[CH:3][CH:2]=1, predict the reactants needed to synthesize it. The reactants are: [C:1]1([C@@H:7]([C@H:9]([C:11]2[CH:16]=[CH:15][CH:14]=[CH:13][CH:12]=2)[OH:10])O)[CH:6]=[CH:5][CH:4]=[CH:3][CH:2]=1.S([O:22][CH3:23])(OC)(=O)=O.[CH2:24]1COCC1. (5) Given the product [CH2:9]([N:16]1[CH2:17][CH2:18][CH:19]([N:22]([CH:27]([CH3:29])[CH3:28])[C:23](=[O:26])[CH2:24][O:5][CH2:4][CH2:3][CH2:2][CH2:1][OH:6])[CH2:20][CH2:21]1)[C:10]1[CH:11]=[CH:12][CH:13]=[CH:14][CH:15]=1, predict the reactants needed to synthesize it. The reactants are: [CH2:1]([OH:6])[CH2:2][CH2:3][CH2:4][OH:5].[OH-].[Na+].[CH2:9]([N:16]1[CH2:21][CH2:20][CH:19]([N:22]([CH:27]([CH3:29])[CH3:28])[C:23](=[O:26])[CH2:24]Cl)[CH2:18][CH2:17]1)[C:10]1[CH:15]=[CH:14][CH:13]=[CH:12][CH:11]=1.